Predict the product of the given reaction. From a dataset of Forward reaction prediction with 1.9M reactions from USPTO patents (1976-2016). Given the reactants [O:1]1[CH2:6][CH2:5][N:4]([C:7]2[C:11]3[CH:12]=[C:13]4[C:18](=[CH:19][C:10]=3[N:9](C(C3C=CC=CC=3)(C3C=CC=CC=3)C3C=CC=CC=3)[N:8]=2)[NH:17][C:16](=[O:20])[CH:15]=[CH:14]4)[CH2:3][CH2:2]1.C(Cl)Cl.C(O)(C(F)(F)F)=O.C([SiH](CC)CC)C, predict the reaction product. The product is: [O:1]1[CH2:2][CH2:3][N:4]([C:7]2[C:11]3[CH:12]=[C:13]4[C:18](=[CH:19][C:10]=3[NH:9][N:8]=2)[NH:17][C:16](=[O:20])[CH:15]=[CH:14]4)[CH2:5][CH2:6]1.